From a dataset of Peptide-MHC class II binding affinity with 134,281 pairs from IEDB. Regression. Given a peptide amino acid sequence and an MHC pseudo amino acid sequence, predict their binding affinity value. This is MHC class II binding data. (1) The peptide sequence is TWNPHKMMGVPLQCSALLVR. The MHC is DRB1_0401 with pseudo-sequence DRB1_0401. The binding affinity (normalized) is 0. (2) The peptide sequence is GELQIVDFIDAAFKI. The MHC is DRB4_0101 with pseudo-sequence DRB4_0103. The binding affinity (normalized) is 0.599. (3) The binding affinity (normalized) is 0. The peptide sequence is DAEFGHDSGFEVRHQ. The MHC is H-2-IAb with pseudo-sequence H-2-IAb. (4) The peptide sequence is PRYVKQNTLKLATGM. The MHC is DRB1_0802 with pseudo-sequence DRB1_0802. The binding affinity (normalized) is 0.434. (5) The peptide sequence is LLGIGGKPCIKVATV. The MHC is DRB1_0101 with pseudo-sequence DRB1_0101. The binding affinity (normalized) is 0.317. (6) The peptide sequence is PYLGYCALLPLLTEE. The MHC is HLA-DQA10401-DQB10402 with pseudo-sequence HLA-DQA10401-DQB10402. The binding affinity (normalized) is 0.574. (7) The peptide sequence is TFALWRVSAEEY. The MHC is DRB4_0101 with pseudo-sequence DRB4_0103. The binding affinity (normalized) is 0.